Dataset: Forward reaction prediction with 1.9M reactions from USPTO patents (1976-2016). Task: Predict the product of the given reaction. (1) Given the reactants C([O:9][C@@H:10]1[CH2:14][C@@H:13](/[CH:15]=[CH:16]/[P:17]([O:22]CC)([O:19]CC)=[O:18])[O:12][C@H:11]1[N:25]1[C:29]2[N:30]=[CH:31][N:32]=[C:33]([NH2:34])[C:28]=2[N:27]=[N:26]1)(=O)C1C=CC=CC=1.C(NC1NC(=O)C2N=CN(C3C(OC(=O)C4C=CC=CC=4)CC(C=CP(O)(O)=O)O3)C=2N=1)(=O)C, predict the reaction product. The product is: [NH2:34][C:33]1[C:28]2[N:27]=[N:26][N:25]([C@@H:11]3[O:12][C@H:13](/[CH:15]=[CH:16]/[P:17](=[O:18])([OH:19])[OH:22])[CH2:14][C@H:10]3[OH:9])[C:29]=2[N:30]=[CH:31][N:32]=1. (2) The product is: [N+:11]([C:4]1[CH:5]=[C:6]2[CH2:20][CH2:15][CH2:16][C:7]2=[N:2][CH:3]=1)([O-:13])=[O:12]. Given the reactants C[N:2]1[CH:7]=[C:6]([N+]([O-])=O)[CH:5]=[C:4]([N+:11]([O-:13])=[O:12])[C:3]1=O.[C:15]1(=O)[CH2:20]CCC[CH2:16]1.N, predict the reaction product.